Predict the reactants needed to synthesize the given product. From a dataset of Full USPTO retrosynthesis dataset with 1.9M reactions from patents (1976-2016). (1) The reactants are: [CH3:1][O:2][C:3]1[CH:4]=[C:5]2[C:10](=[CH:11][CH:12]=1)[C:9](=[O:13])[CH2:8][CH2:7][CH2:6]2.C1C(=O)N([Br:21])C(=O)C1.OS(O)(=O)=O. Given the product [Br:21][C:4]1[C:3]([O:2][CH3:1])=[CH:12][CH:11]=[C:10]2[C:5]=1[CH2:6][CH2:7][CH2:8][C:9]2=[O:13], predict the reactants needed to synthesize it. (2) Given the product [NH2:1][CH2:4][C:5]1[C:6]([CH3:12])=[N:7][CH:8]=[CH:9][C:10]=1[CH3:11], predict the reactants needed to synthesize it. The reactants are: [N:1]([CH2:4][C:5]1[C:6]([CH3:12])=[N:7][CH:8]=[CH:9][C:10]=1[CH3:11])=[N+]=[N-].[H][H].